This data is from NCI-60 drug combinations with 297,098 pairs across 59 cell lines. The task is: Regression. Given two drug SMILES strings and cell line genomic features, predict the synergy score measuring deviation from expected non-interaction effect. (1) Drug 1: C1CCC(CC1)NC(=O)N(CCCl)N=O. Drug 2: CN(C(=O)NC(C=O)C(C(C(CO)O)O)O)N=O. Cell line: NCI-H322M. Synergy scores: CSS=3.57, Synergy_ZIP=-0.712, Synergy_Bliss=-2.61, Synergy_Loewe=-5.15, Synergy_HSA=-3.29. (2) Drug 1: CC1=C(C=C(C=C1)C(=O)NC2=CC(=CC(=C2)C(F)(F)F)N3C=C(N=C3)C)NC4=NC=CC(=N4)C5=CN=CC=C5. Drug 2: CCC1(CC2CC(C3=C(CCN(C2)C1)C4=CC=CC=C4N3)(C5=C(C=C6C(=C5)C78CCN9C7C(C=CC9)(C(C(C8N6C)(C(=O)OC)O)OC(=O)C)CC)OC)C(=O)OC)O.OS(=O)(=O)O. Cell line: OVCAR-8. Synergy scores: CSS=1.27, Synergy_ZIP=0.287, Synergy_Bliss=1.64, Synergy_Loewe=-0.550, Synergy_HSA=-0.638.